This data is from Reaction yield outcomes from USPTO patents with 853,638 reactions. The task is: Predict the reaction yield, written as a fraction of the theoretical maximum amount of product (1.0 means a 100% yield; for example, 0.34 means a 34% yield). (1) The reactants are Br[C:2]1[N:6]([CH3:7])[CH:5]=[N:4][C:3]=1[C:8]1[CH:13]=[C:12]([C:14]#[N:15])[CH:11]=[CH:10][N:9]=1.[F:16][C:17]1[CH:22]=[CH:21][C:20](B(O)O)=[CH:19][CH:18]=1.C([O-])([O-])=O.[Na+].[Na+]. The catalyst is O1CCOCC1.C1C=CC(P(C2C=CC=CC=2)[C-]2C=CC=C2)=CC=1.C1C=CC(P(C2C=CC=CC=2)[C-]2C=CC=C2)=CC=1.Cl[Pd]Cl.[Fe+2]. The product is [F:16][C:17]1[CH:22]=[CH:21][C:20]([C:2]2[N:6]([CH3:7])[CH:5]=[N:4][C:3]=2[C:8]2[CH:13]=[C:12]([C:14]#[N:15])[CH:11]=[CH:10][N:9]=2)=[CH:19][CH:18]=1. The yield is 0.500. (2) The reactants are Br[C:2]1[CH:7]=[CH:6][C:5]([B:8]2[O:12][C:11]([CH3:14])([CH3:13])[C:10]([CH3:16])([CH3:15])[O:9]2)=[CH:4][CH:3]=1.[P:17]([O:22]C)([O:20][CH3:21])[O:18][CH3:19].N(C1(C#N)CCCCC1)=NC1(C#N)CCCCC1.C[Si]([SiH]([Si](C)(C)C)[Si](C)(C)C)(C)C. The catalyst is C1(C)C=CC=CC=1. The product is [CH3:19][O:18][P:17]([C:2]1[CH:7]=[CH:6][C:5]([B:8]2[O:12][C:11]([CH3:14])([CH3:13])[C:10]([CH3:16])([CH3:15])[O:9]2)=[CH:4][CH:3]=1)(=[O:22])[O:20][CH3:21]. The yield is 0.560.